Dataset: Full USPTO retrosynthesis dataset with 1.9M reactions from patents (1976-2016). Task: Predict the reactants needed to synthesize the given product. (1) Given the product [ClH:21].[F:1][C:2]1[CH:3]=[CH:4][C:5]([OH:20])=[C:6]([C@H:8]2[CH2:12][CH2:11][CH2:10][NH:9]2)[CH:7]=1, predict the reactants needed to synthesize it. The reactants are: [F:1][C:2]1[CH:3]=[CH:4][C:5]([OH:20])=[C:6]([C@H:8]2[CH2:12][CH2:11][CH2:10][N:9]2C(OC(C)(C)C)=O)[CH:7]=1.[ClH:21]. (2) Given the product [Cl:26][C:11]1[N:10]=[C:9]([NH:8][C:5]2[CH:4]=[CH:3][C:2]([C:35]([F:44])([F:43])[F:34])=[CH:7][CH:6]=2)[CH:14]=[CH:13][N:12]=1, predict the reactants needed to synthesize it. The reactants are: F[C:2]1[CH:7]=[CH:6][C:5]([NH:8][C:9]2[CH:14]=[CH:13][N:12]=[C:11](NC3C=CC(C(O)=O)=CC=3)[N:10]=2)=[CH:4][C:3]=1C.[Cl:26]C1N=CN=C(Cl)C=1.[F:34][C:35]([F:44])([F:43])C1C=CC(N)=CC=1.C(N(C(C)C)CC)(C)C. (3) Given the product [C:1]([N:30]1[CH:29]([C:27](=[O:28])[C:26](=[O:35])[C:25]([CH3:38])([CH3:24])[CH2:36][CH3:37])[CH2:34][CH2:33][CH2:32][NH:31]1)(=[O:7])[CH2:2][CH2:3][CH2:4][C:5]#[CH:6], predict the reactants needed to synthesize it. The reactants are: [C:1](O)(=[O:7])[CH2:2][CH2:3][CH2:4][C:5]#[CH:6].C(N(CC)CC)C.ClC(OCC(C)C)=O.[CH3:24][C:25]([CH3:38])([CH2:36][CH3:37])[C:26](=[O:35])[C:27]([CH:29]1[CH2:34][CH2:33][CH2:32][NH:31][NH:30]1)=[O:28]. (4) Given the product [Cl:1][C:2]1[C:6]([C:7]#[N:8])=[C:5]([CH3:9])[NH:4][C:3]=1[C:10]([NH:12][C@@H:13]1[CH2:18][CH2:17][NH:16][CH2:15][C@@H:14]1[O:24][CH3:25])=[O:11], predict the reactants needed to synthesize it. The reactants are: [Cl:1][C:2]1[C:6]([C:7]#[N:8])=[C:5]([CH3:9])[NH:4][C:3]=1[C:10]([NH:12][C@@H:13]1[CH2:18][CH2:17][N:16](C(OCC)=O)[CH2:15][C@@H:14]1[O:24][CH3:25])=[O:11].[OH-].[Na+].